This data is from Full USPTO retrosynthesis dataset with 1.9M reactions from patents (1976-2016). The task is: Predict the reactants needed to synthesize the given product. (1) The reactants are: Br[C:2]1[CH:7]=[CH:6][C:5]([O:8][CH3:9])=[CH:4][CH:3]=1.C([Li])CCC.[C:15]([O:19][C:20]([N:22]1[CH2:25][CH:24]([CH:26]=[O:27])[CH2:23]1)=[O:21])([CH3:18])([CH3:17])[CH3:16]. Given the product [C:15]([O:19][C:20]([N:22]1[CH2:25][CH:24]([CH:26]([OH:27])[C:2]2[CH:7]=[CH:6][C:5]([O:8][CH3:9])=[CH:4][CH:3]=2)[CH2:23]1)=[O:21])([CH3:18])([CH3:17])[CH3:16], predict the reactants needed to synthesize it. (2) The reactants are: [CH2:1]([O:3][CH2:4][C:5]1[N:6]([CH2:19][C:20]([OH:23])([CH3:22])[CH3:21])[C:7]2[C:16]3[CH:15]=[CH:14][C:13]([OH:17])=[CH:12][C:11]=3[N:10]=[CH:9][C:8]=2[N:18]=1)[CH3:2].C1(P(C2C=CC=CC=2)C2C=CC=CC=2)C=CC=CC=1.O[CH:44]1[CH2:49][CH2:48][N:47]([C:50]([O:52][C:53]([CH3:56])([CH3:55])[CH3:54])=[O:51])[CH2:46][CH2:45]1.N(C(OC(C)C)=O)=NC(OC(C)C)=O. Given the product [CH2:1]([O:3][CH2:4][C:5]1[N:6]([CH2:19][C:20]([OH:23])([CH3:22])[CH3:21])[C:7]2[C:16]3[CH:15]=[CH:14][C:13]([O:17][CH:44]4[CH2:49][CH2:48][N:47]([C:50]([O:52][C:53]([CH3:56])([CH3:55])[CH3:54])=[O:51])[CH2:46][CH2:45]4)=[CH:12][C:11]=3[N:10]=[CH:9][C:8]=2[N:18]=1)[CH3:2], predict the reactants needed to synthesize it.